From a dataset of Catalyst prediction with 721,799 reactions and 888 catalyst types from USPTO. Predict which catalyst facilitates the given reaction. (1) Product: [CH3:2][C:3]1[CH:4]=[C:5]([C:14]([N:16]2[CH2:21][CH2:20][NH:19][CH2:18][CH2:17]2)=[O:15])[N:6]([C:8]2[CH:13]=[CH:12][CH:11]=[CH:10][CH:9]=2)[N:7]=1. Reactant: Cl.[CH3:2][C:3]1[CH:4]=[C:5]([C:14]([N:16]2[CH2:21][CH2:20][N:19](C(OC(C)(C)C)=O)[CH2:18][CH2:17]2)=[O:15])[N:6]([C:8]2[CH:13]=[CH:12][CH:11]=[CH:10][CH:9]=2)[N:7]=1. The catalyst class is: 346. (2) Reactant: Cl.Cl.[F:3][C:4]1[CH:5]=[CH:6][C:7]([O:28][CH2:29][C:30]2[CH:35]=[CH:34][C:33]([CH2:36][CH2:37][C:38]3[CH:43]=[CH:42][C:41]([F:44])=[CH:40][CH:39]=3)=[CH:32][CH:31]=2)=[C:8]([CH2:10][CH2:11][NH:12][CH:13]2[CH2:22][CH2:21][CH2:20][C:19]3[N:18]=[C:17]([C:23]([O:25][CH2:26][CH3:27])=[O:24])[CH:16]=[CH:15][C:14]2=3)[CH:9]=1.C(N(CC)CC)C.C(OCC)(=O)C.O. Product: [F:3][C:4]1[CH:5]=[CH:6][C:7]([O:28][CH2:29][C:30]2[CH:35]=[CH:34][C:33]([CH2:36][CH2:37][C:38]3[CH:39]=[CH:40][C:41]([F:44])=[CH:42][CH:43]=3)=[CH:32][CH:31]=2)=[C:8]([CH2:10][CH2:11][NH:12][CH:13]2[CH2:22][CH2:21][CH2:20][C:19]3[N:18]=[C:17]([C:23]([O:25][CH2:26][CH3:27])=[O:24])[CH:16]=[CH:15][C:14]2=3)[CH:9]=1. The catalyst class is: 1.